From a dataset of NCI-60 drug combinations with 297,098 pairs across 59 cell lines. Regression. Given two drug SMILES strings and cell line genomic features, predict the synergy score measuring deviation from expected non-interaction effect. (1) Drug 1: CCCS(=O)(=O)NC1=C(C(=C(C=C1)F)C(=O)C2=CNC3=C2C=C(C=N3)C4=CC=C(C=C4)Cl)F. Drug 2: CN(C)N=NC1=C(NC=N1)C(=O)N. Cell line: HCT116. Synergy scores: CSS=-1.33, Synergy_ZIP=-0.972, Synergy_Bliss=-5.22, Synergy_Loewe=-7.77, Synergy_HSA=-6.98. (2) Cell line: SF-268. Drug 1: C1CCC(C1)C(CC#N)N2C=C(C=N2)C3=C4C=CNC4=NC=N3. Synergy scores: CSS=47.7, Synergy_ZIP=4.70, Synergy_Bliss=7.40, Synergy_Loewe=-28.2, Synergy_HSA=4.74. Drug 2: CC1C(C(CC(O1)OC2CC(CC3=C2C(=C4C(=C3O)C(=O)C5=C(C4=O)C(=CC=C5)OC)O)(C(=O)CO)O)N)O.Cl. (3) Drug 1: C1=CN(C(=O)N=C1N)C2C(C(C(O2)CO)O)O.Cl. Drug 2: CCC1(CC2CC(C3=C(CCN(C2)C1)C4=CC=CC=C4N3)(C5=C(C=C6C(=C5)C78CCN9C7C(C=CC9)(C(C(C8N6C)(C(=O)OC)O)OC(=O)C)CC)OC)C(=O)OC)O.OS(=O)(=O)O. Cell line: SK-OV-3. Synergy scores: CSS=7.45, Synergy_ZIP=-2.20, Synergy_Bliss=0.114, Synergy_Loewe=-1.42, Synergy_HSA=-0.575. (4) Drug 1: CCCCCOC(=O)NC1=NC(=O)N(C=C1F)C2C(C(C(O2)C)O)O. Drug 2: C(CN)CNCCSP(=O)(O)O. Cell line: HOP-92. Synergy scores: CSS=-4.19, Synergy_ZIP=16.3, Synergy_Bliss=14.3, Synergy_Loewe=-0.363, Synergy_HSA=-3.04. (5) Drug 1: CC=C1C(=O)NC(C(=O)OC2CC(=O)NC(C(=O)NC(CSSCCC=C2)C(=O)N1)C(C)C)C(C)C. Drug 2: CC1CCC2CC(C(=CC=CC=CC(CC(C(=O)C(C(C(=CC(C(=O)CC(OC(=O)C3CCCCN3C(=O)C(=O)C1(O2)O)C(C)CC4CCC(C(C4)OC)OCCO)C)C)O)OC)C)C)C)OC. Cell line: CAKI-1. Synergy scores: CSS=65.9, Synergy_ZIP=0.830, Synergy_Bliss=1.78, Synergy_Loewe=-39.9, Synergy_HSA=2.35. (6) Drug 1: CC1OCC2C(O1)C(C(C(O2)OC3C4COC(=O)C4C(C5=CC6=C(C=C35)OCO6)C7=CC(=C(C(=C7)OC)O)OC)O)O. Drug 2: C1=CC(=CC=C1C#N)C(C2=CC=C(C=C2)C#N)N3C=NC=N3. Cell line: ACHN. Synergy scores: CSS=49.8, Synergy_ZIP=-3.54, Synergy_Bliss=-5.60, Synergy_Loewe=-18.4, Synergy_HSA=-3.66. (7) Drug 1: CCC1=C2CN3C(=CC4=C(C3=O)COC(=O)C4(CC)O)C2=NC5=C1C=C(C=C5)O. Drug 2: C1=CN(C=N1)CC(O)(P(=O)(O)O)P(=O)(O)O. Cell line: SR. Synergy scores: CSS=52.4, Synergy_ZIP=-0.739, Synergy_Bliss=-0.256, Synergy_Loewe=-42.5, Synergy_HSA=0.925. (8) Drug 1: CN(CC1=CN=C2C(=N1)C(=NC(=N2)N)N)C3=CC=C(C=C3)C(=O)NC(CCC(=O)O)C(=O)O. Drug 2: CC1C(C(CC(O1)OC2CC(CC3=C2C(=C4C(=C3O)C(=O)C5=CC=CC=C5C4=O)O)(C(=O)C)O)N)O. Cell line: A498. Synergy scores: CSS=68.8, Synergy_ZIP=-6.60, Synergy_Bliss=-7.81, Synergy_Loewe=-18.6, Synergy_HSA=-1.41. (9) Drug 1: CCC(=C(C1=CC=CC=C1)C2=CC=C(C=C2)OCCN(C)C)C3=CC=CC=C3.C(C(=O)O)C(CC(=O)O)(C(=O)O)O. Drug 2: CC12CCC3C(C1CCC2OP(=O)(O)O)CCC4=C3C=CC(=C4)OC(=O)N(CCCl)CCCl.[Na+]. Cell line: EKVX. Synergy scores: CSS=-1.70, Synergy_ZIP=0.706, Synergy_Bliss=5.77, Synergy_Loewe=1.73, Synergy_HSA=2.26.